Dataset: Forward reaction prediction with 1.9M reactions from USPTO patents (1976-2016). Task: Predict the product of the given reaction. (1) Given the reactants [CH3:1][O:2][C:3]1[C:4]([O:16][CH2:17][CH2:18][CH2:19][Cl:20])=[CH:5][C:6]([N+:13]([O-])=O)=[C:7]([CH:12]=1)[C:8]([O:10][CH3:11])=[O:9], predict the reaction product. The product is: [CH3:1][O:2][C:3]1[CH:12]=[C:7]([C:8]([O:10][CH3:11])=[O:9])[C:6]([NH2:13])=[CH:5][C:4]=1[O:16][CH2:17][CH2:18][CH2:19][Cl:20]. (2) Given the reactants [C:1]([O:5][C:6](=[O:40])[NH:7][C:8]1([C:12]2[CH:17]=[CH:16][C:15]([C:18]3[C:27]([C:28]4[CH:33]=[CH:32][CH:31]=[CH:30][CH:29]=4)=[CH:26][C:25]4[C:24](=[O:34])[C:23](=[C:35](SC)SC)[CH2:22][CH2:21][C:20]=4[N:19]=3)=[CH:14][CH:13]=2)[CH2:11][CH2:10][CH2:9]1)([CH3:4])([CH3:3])[CH3:2].[OH-:41].[Na+].[O:43]1[CH2:47]CCC1, predict the reaction product. The product is: [C:1]([O:5][C:6]([NH:7][C:8]1([C:12]2[CH:17]=[CH:16][C:15]([C:18]3[C:27]([C:28]4[CH:33]=[CH:32][CH:31]=[CH:30][CH:29]=4)=[CH:26][C:25]4[C:24](=[O:34])[CH:23]([C:35]([O:43][CH3:47])=[O:41])[CH2:22][CH2:21][C:20]=4[N:19]=3)=[CH:14][CH:13]=2)[CH2:11][CH2:10][CH2:9]1)=[O:40])([CH3:4])([CH3:3])[CH3:2]. (3) The product is: [Br-:44].[C:1]([C:3]1[CH:4]=[CH:5][C:6]([N:9]2[C:13]([C:14]3[C:15]([CH3:42])=[C:16]([C:32]4[CH:37]=[CH:36][CH:35]=[C:34]([C:38]([F:39])([F:40])[F:41])[CH:33]=4)[C:17]4[N:18]([N:20]=[C:21]([NH:23][C:24]([CH2:25][CH2:26][CH2:27][N+:28]([CH3:43])([CH3:30])[CH3:29])=[O:31])[N:22]=4)[CH:19]=3)=[CH:12][CH:11]=[N:10]2)=[CH:7][CH:8]=1)#[N:2]. Given the reactants [C:1]([C:3]1[CH:8]=[CH:7][C:6]([N:9]2[C:13]([C:14]3[C:15]([CH3:42])=[C:16]([C:32]4[CH:37]=[CH:36][CH:35]=[C:34]([C:38]([F:41])([F:40])[F:39])[CH:33]=4)[C:17]4[N:18]([N:20]=[C:21]([NH:23][C:24](=[O:31])[CH2:25][CH2:26][CH2:27][N:28]([CH3:30])[CH3:29])[N:22]=4)[CH:19]=3)=[CH:12][CH:11]=[N:10]2)=[CH:5][CH:4]=1)#[N:2].[CH3:43][Br:44], predict the reaction product. (4) Given the reactants [CH2:1]([O:4][CH3:5])[C:2]#[CH:3].[N:6]([CH2:9][C:10]([N:12]1[CH2:16][C@H:15]([O:17][C:18]([CH3:21])([CH3:20])[CH3:19])[CH2:14][C@H:13]1[C:22]([NH:24][CH2:25][C:26]1[CH:31]=[CH:30][C:29]([Cl:32])=[CH:28][CH:27]=1)=[O:23])=[O:11])=[N+:7]=[N-:8], predict the reaction product. The product is: [C:18]([O:17][C@H:15]1[CH2:16][N:12]([C:10](=[O:11])[CH2:9][N:6]2[CH:3]=[C:2]([CH2:1][O:4][CH3:5])[N:8]=[N:7]2)[C@H:13]([C:22]([NH:24][CH2:25][C:26]2[CH:27]=[CH:28][C:29]([Cl:32])=[CH:30][CH:31]=2)=[O:23])[CH2:14]1)([CH3:21])([CH3:20])[CH3:19]. (5) Given the reactants [CH:1]([C@H:4]([CH2:8]/[CH:9]=[CH:10]/[CH2:11][C@H:12]([C:16](=O)[C:17]1[CH:22]=[CH:21][C:20]([O:23][CH3:24])=[C:19]([O:25][CH2:26][CH2:27][CH2:28][O:29][CH3:30])[CH:18]=1)[CH:13]([CH3:15])[CH3:14])[C:5]([OH:7])=[O:6])([CH3:3])[CH3:2].C([SiH](CC)CC)C.B(F)(F)F.CCOCC.O, predict the reaction product. The product is: [CH:1]([C@H:4]([CH2:8]/[CH:9]=[CH:10]/[CH2:11][C@H:12]([CH2:16][C:17]1[CH:22]=[CH:21][C:20]([O:23][CH3:24])=[C:19]([O:25][CH2:26][CH2:27][CH2:28][O:29][CH3:30])[CH:18]=1)[CH:13]([CH3:15])[CH3:14])[C:5]([OH:7])=[O:6])([CH3:2])[CH3:3]. (6) Given the reactants ClC1C=C2C(=CC=1)[C@@]1(COC3C=CC(C(O)=O)=CC=3N(C[C@@H]3CC[C@H]3[C@@H](O)/C=C/CCC)C1)CCC2.C([C@@H](CC=C)CS(N)(=O)=O)C.C([C@H](CC=C)CS(N)(=O)=O)C.[Cl:59][C:60]1[CH:61]=[C:62]2[C:67](=[CH:68][CH:69]=1)[C@@:66]1([CH2:75][O:74][C:73]3[CH:76]=[CH:77][C:78]([C:80]([OH:82])=[O:81])=[CH:79][C:72]=3[N:71]([CH2:83][C@@H:84]3[CH2:87][CH2:86][C@H:85]3[C@@H:88]([OH:100])/[CH:89]=[CH:90]/[CH2:91][C@@H:92]([CH2:95][S:96](=[O:99])(=[O:98])[NH2:97])[CH2:93][CH3:94])[CH2:70]1)[CH2:65][CH2:64][CH2:63]2, predict the reaction product. The product is: [Cl:59][C:60]1[CH:61]=[C:62]2[C:67](=[CH:68][CH:69]=1)[C@@:66]1([CH2:75][O:74][C:73]3[CH:76]=[CH:77][C:78]([C:80]([OH:82])=[O:81])=[CH:79][C:72]=3[N:71]([CH2:83][C@@H:84]3[CH2:87][CH2:86][C@H:85]3[C@@H:88]([OH:100])/[CH:89]=[CH:90]/[CH2:91][C@H:92]([CH2:95][S:96](=[O:98])(=[O:99])[NH2:97])[CH2:93][CH3:94])[CH2:70]1)[CH2:65][CH2:64][CH2:63]2. (7) Given the reactants [C:1]1([C:7]2[CH:11]=[C:10]([CH2:12][CH2:13][C@H:14]([OH:17])[CH2:15][OH:16])[NH:9][N:8]=2)[CH:6]=[CH:5][CH:4]=[CH:3][CH:2]=1.CO[C:20](OC)([CH3:22])[CH3:21].C1(C)C=CC(S(O)(=O)=O)=CC=1, predict the reaction product. The product is: [CH3:21][C:20]1([CH3:22])[O:17][C@@H:14]([CH2:13][CH2:12][C:10]2[NH:9][N:8]=[C:7]([C:1]3[CH:2]=[CH:3][CH:4]=[CH:5][CH:6]=3)[CH:11]=2)[CH2:15][O:16]1. (8) Given the reactants [Br:1]N1C(=O)CCC1=O.[OH:9][C:10]1[C:19]2[C:14](=[CH:15][CH:16]=[CH:17][CH:18]=2)[N:13]=[CH:12][CH:11]=1.C(=O)([O-])O.[Na+].S([O-])([O-])=O.[Na+].[Na+], predict the reaction product. The product is: [Br:1][C:11]1[CH:12]=[N:13][C:14]2[C:19]([C:10]=1[OH:9])=[CH:18][CH:17]=[CH:16][CH:15]=2. (9) Given the reactants [Cl:1][C:2]1[CH:7]=[CH:6][CH:5]=[C:4](/[CH:8]=[CH:9]/[CH2:10][P:11]([O:16][CH2:17][CH3:18])([O:13][CH2:14][CH3:15])=[O:12])[CH:3]=1.[CH2:19](P(=O)(OCC)OCC)C=C, predict the reaction product. The product is: [Cl:1][C:2]1[CH:7]=[CH:6][CH:5]=[C:4](/[CH:8]=[CH:9]/[CH:10]([P:11]([O:16][CH2:17][CH3:18])([O:13][CH2:14][CH3:15])=[O:12])[CH3:19])[CH:3]=1.